Dataset: Catalyst prediction with 721,799 reactions and 888 catalyst types from USPTO. Task: Predict which catalyst facilitates the given reaction. (1) Reactant: [CH2:1]([O:8][CH2:9][CH2:10][C@H:11]([CH2:15][C:16]([O:18][C:19]([CH3:22])([CH3:21])[CH3:20])=[O:17])[C:12]([OH:14])=[O:13])[C:2]1[CH:7]=[CH:6][CH:5]=[CH:4][CH:3]=1.[C:23]([O-])(O)=O.[Na+].CI. Product: [CH2:1]([O:8][CH2:9][CH2:10][C@H:11]([CH2:15][C:16]([O:18][C:19]([CH3:22])([CH3:21])[CH3:20])=[O:17])[C:12]([O:14][CH3:23])=[O:13])[C:2]1[CH:3]=[CH:4][CH:5]=[CH:6][CH:7]=1. The catalyst class is: 44. (2) Reactant: [O:1]=[C:2]1[CH2:7][CH2:6][N:5]([C:8]([O:10][C:11]([CH3:14])([CH3:13])[CH3:12])=[O:9])[CH2:4][CH2:3]1.B(F)(F)F.CCOCC.[N+](=[CH:26][C:27]([O:29][CH2:30][CH3:31])=[O:28])=[N-]. Product: [O:1]=[C:2]1[CH2:7][CH2:6][N:5]([C:8]([O:10][C:11]([CH3:12])([CH3:13])[CH3:14])=[O:9])[CH2:4][CH2:3][CH:26]1[C:27]([O:29][CH2:30][CH3:31])=[O:28]. The catalyst class is: 27. (3) Reactant: C1(C)C=CC(S([O-])(=O)=O)=CC=1.[NH+]1C=CC=CC=1.[F:18][C:19]1[C:20]([C:44]2[CH:49]=[CH:48][C:47]([N:50]3[N:54]=[CH:53][CH:52]=[N:51]3)=[CH:46][CH:45]=2)=[CH:21][C:22](=[O:43])[N:23]([CH2:25][CH2:26][C@@:27]([CH3:42])([S:38]([CH3:41])(=[O:40])=[O:39])[C:28]([NH:30][O:31]C2CCCCO2)=[O:29])[CH:24]=1. Product: [F:18][C:19]1[C:20]([C:44]2[CH:45]=[CH:46][C:47]([N:50]3[N:54]=[CH:53][CH:52]=[N:51]3)=[CH:48][CH:49]=2)=[CH:21][C:22](=[O:43])[N:23]([CH2:25][CH2:26][C@@:27]([CH3:42])([S:38]([CH3:41])(=[O:40])=[O:39])[C:28]([NH:30][OH:31])=[O:29])[CH:24]=1. The catalyst class is: 8. (4) Reactant: C[O-].[Na+].C([NH:12][NH:13][CH:14]([CH3:28])[C:15]([CH:21]1[CH2:26][CH:25]2[CH2:27][CH:22]1[CH2:23][CH2:24]2)([CH3:20])[C:16](OC)=[O:17])(=O)C1C=CC=CC=1. Product: [CH:22]12[CH2:27][CH:25]([CH2:24][CH2:23]1)[CH2:26][CH:21]2[C:15]1([CH3:20])[C:16](=[O:17])[NH:12][N:13]=[C:14]1[CH3:28]. The catalyst class is: 5. (5) Reactant: C([O:3][C:4](=[O:19])/[CH:5]=[CH:6]/[C:7]([N:9]1[C:14]2[CH:15]=[CH:16][CH:17]=[CH:18][C:13]=2[O:12][CH2:11][CH2:10]1)=[O:8])C.[OH-].[Na+]. Product: [O:12]1[C:13]2[CH:18]=[CH:17][CH:16]=[CH:15][C:14]=2[N:9]([C:7](=[O:8])/[CH:6]=[CH:5]/[C:4]([OH:19])=[O:3])[CH2:10][CH2:11]1. The catalyst class is: 8.